Dataset: Forward reaction prediction with 1.9M reactions from USPTO patents (1976-2016). Task: Predict the product of the given reaction. (1) Given the reactants Br[C:2]1[N:7]=[CH:6][C:5]([CH:8]=[O:9])=[CH:4][CH:3]=1.C(NC(C)C)(C)C.[CH2:17]([O:24][C:25]1[N:26]=[N:27][C:28]([C:31]#[CH:32])=[CH:29][CH:30]=1)[C:18]1[CH:23]=[CH:22][CH:21]=[CH:20][CH:19]=1, predict the reaction product. The product is: [CH2:17]([O:24][C:25]1[N:26]=[N:27][C:28]([C:31]#[C:32][C:2]2[N:7]=[CH:6][C:5]([CH:8]=[O:9])=[CH:4][CH:3]=2)=[CH:29][CH:30]=1)[C:18]1[CH:19]=[CH:20][CH:21]=[CH:22][CH:23]=1. (2) Given the reactants [O:1]=[C:2]1[C:14]2[C:13]3[C:12]([C:15]([O:17][CH3:18])=[O:16])=[CH:11][CH:10]=[CH:9][C:8]=3[NH:7][C:6]=2[CH2:5][NH:4][CH2:3]1.[CH:19]1([C:22](Cl)=[O:23])[CH2:21][CH2:20]1.CCN(C(C)C)C(C)C, predict the reaction product. The product is: [CH:19]1([C:22]([N:4]2[CH2:3][C:2](=[O:1])[C:14]3[C:13]4[C:12]([C:15]([O:17][CH3:18])=[O:16])=[CH:11][CH:10]=[CH:9][C:8]=4[NH:7][C:6]=3[CH2:5]2)=[O:23])[CH2:21][CH2:20]1.